Dataset: Forward reaction prediction with 1.9M reactions from USPTO patents (1976-2016). Task: Predict the product of the given reaction. (1) Given the reactants CC(C)([O-])C.[K+].[CH3:7][NH:8]C=O.[Br:11][C:12]1[C:13]2[N:14]([N:20]=[C:21]([C:23]([F:26])([F:25])[F:24])[CH:22]=2)[C:15](OC)=[CH:16][CH:17]=1, predict the reaction product. The product is: [Br:11][C:12]1[C:13]2[N:14]([N:20]=[C:21]([C:23]([F:26])([F:25])[F:24])[CH:22]=2)[C:15]([NH:8][CH3:7])=[CH:16][CH:17]=1. (2) Given the reactants [OH:1][CH:2]([CH:14]1[CH2:19][CH:18]2[CH2:20][CH:15]1[CH:16]=[CH:17]2)[CH2:3][C:4]([O:6][C:7]1([CH2:12][CH3:13])[CH2:11][CH2:10][CH2:9][CH2:8]1)=[O:5].[C:21]1(=[O:27])[O:26][C:24](=[O:25])[CH:23]=[CH:22]1, predict the reaction product. The product is: [OH:1][CH:2]([CH:14]1[CH2:19][CH:18]2[CH2:20][CH:15]1[CH:16]=[CH:17]2)[CH2:3][C:4]([O:6][C:7]1([CH2:12][CH3:13])[CH2:8][CH2:9][CH2:10][CH2:11]1)=[O:5].[C:24]1(=[O:25])[O:26][C:21](=[O:27])[CH:22]=[CH:23]1. (3) Given the reactants [NH2:1][C:2]1[S:3][CH:4]=[C:5]([C:7]2[CH:12]=[CH:11][C:10]([NH:13][C:14](=[O:16])[CH3:15])=[CH:9][CH:8]=2)[N:6]=1.[C:17]1([C:23]2[CH:28]=[CH:27][C:26]([S:29](Cl)(=[O:31])=[O:30])=[CH:25][CH:24]=2)[CH:22]=[CH:21][CH:20]=[CH:19][CH:18]=1, predict the reaction product. The product is: [C:23]1([C:17]2[CH:22]=[CH:21][CH:20]=[CH:19][CH:18]=2)[CH:28]=[CH:27][C:26]([S:29]([NH:1][C:2]2[S:3][CH:4]=[C:5]([C:7]3[CH:8]=[CH:9][C:10]([NH:13][C:14](=[O:16])[CH3:15])=[CH:11][CH:12]=3)[N:6]=2)(=[O:31])=[O:30])=[CH:25][CH:24]=1. (4) Given the reactants Br[C:2]1[C:11]2[C:6](=[CH:7][C:8]([C:12]3[CH:13]=[C:14]([CH:18]=[CH:19][C:20]=3[CH3:21])[C:15]([NH2:17])=[O:16])=[CH:9][CH:10]=2)[CH:5]=[N:4][CH:3]=1.[Cl:22][C:23]1[CH:28]=[C:27]([F:29])[CH:26]=[CH:25][C:24]=1B(O)O.C(=O)([O-])[O-].[K+].[K+].COCCOC.CCO, predict the reaction product. The product is: [Cl:22][C:23]1[CH:28]=[C:27]([F:29])[CH:26]=[CH:25][C:24]=1[C:2]1[C:11]2[C:6](=[CH:7][C:8]([C:12]3[CH:13]=[C:14]([CH:18]=[CH:19][C:20]=3[CH3:21])[C:15]([NH2:17])=[O:16])=[CH:9][CH:10]=2)[CH:5]=[N:4][CH:3]=1.